Task: Regression. Given two drug SMILES strings and cell line genomic features, predict the synergy score measuring deviation from expected non-interaction effect.. Dataset: NCI-60 drug combinations with 297,098 pairs across 59 cell lines Drug 1: C1CC(=O)NC(=O)C1N2CC3=C(C2=O)C=CC=C3N. Drug 2: COC1=C2C(=CC3=C1OC=C3)C=CC(=O)O2. Cell line: 786-0. Synergy scores: CSS=-0.276, Synergy_ZIP=-1.42, Synergy_Bliss=-1.14, Synergy_Loewe=-2.62, Synergy_HSA=-2.56.